From a dataset of Catalyst prediction with 721,799 reactions and 888 catalyst types from USPTO. Predict which catalyst facilitates the given reaction. (1) Reactant: [CH3:1][C:2]([CH3:58])([CH2:10][C:11]([O:13][C@H:14]1[CH2:31][CH2:30][C@@:29]2([CH3:32])[C@@H:16]([CH2:17][CH2:18][C@:19]3([CH3:55])[C@@H:28]2[CH2:27][CH2:26][C@H:25]2[C@@:20]3([CH3:54])[CH2:21][CH2:22][C@@:23]3(/[CH:40]=[CH:41]/[C:42](=[O:53])[NH:43][C:44]4([C:47]5[CH:52]=[CH:51][CH:50]=[CH:49][N:48]=5)[CH2:46][CH2:45]4)[CH2:35][C:34](=[O:36])[C:33]([CH:37]([CH3:39])[CH3:38])=[C:24]32)[C:15]1([CH3:57])[CH3:56])=[O:12])[C:3]([O:5]C(C)(C)C)=[O:4].[C:59]([OH:65])([C:61]([F:64])([F:63])[F:62])=[O:60].CC#N. Product: [C:59]([OH:65])([C:61]([F:64])([F:63])[F:62])=[O:60].[OH2:4].[CH:37]([C:33]1[C:34](=[O:36])[CH2:35][C@:23]2(/[CH:40]=[CH:41]/[C:42](=[O:53])[NH:43][C:44]3([C:47]4[CH:52]=[CH:51][CH:50]=[CH:49][N:48]=4)[CH2:46][CH2:45]3)[CH2:22][CH2:21][C@:20]3([CH3:54])[C@H:25]([CH2:26][CH2:27][C@H:28]4[C@@:19]3([CH3:55])[CH2:18][CH2:17][C@@H:16]3[C@:29]4([CH3:32])[CH2:30][CH2:31][C@H:14]([O:13][C:11](=[O:12])[CH2:10][C:2]([CH3:1])([CH3:58])[C:3]([OH:5])=[O:4])[C:15]3([CH3:56])[CH3:57])[C:24]=12)([CH3:39])[CH3:38].[F:62][C:61]([F:64])([F:63])[C:59]([OH:65])=[O:60]. The catalyst class is: 4. (2) Reactant: Cl[C:2]1[N:7]=[C:6]([CH2:8][O:9][C:10]2[CH:11]=[C:12]([C@H:16]([CH:23]3[CH2:25][CH2:24]3)[CH2:17][C:18]([O:20][CH2:21][CH3:22])=[O:19])[CH:13]=[CH:14][CH:15]=2)[CH:5]=[N:4][C:3]=1[C:26]1[CH:31]=[C:30]([O:32][CH3:33])[CH:29]=[CH:28][C:27]=1[F:34].[NH:35]1[CH2:40][CH2:39][CH2:38][CH2:37][CH2:36]1.[NH4+].[Cl-]. Product: [CH:23]1([C@@H:16]([C:12]2[CH:13]=[CH:14][CH:15]=[C:10]([O:9][CH2:8][C:6]3[CH:5]=[N:4][C:3]([C:26]4[CH:31]=[C:30]([O:32][CH3:33])[CH:29]=[CH:28][C:27]=4[F:34])=[C:2]([N:35]4[CH2:40][CH2:39][CH2:38][CH2:37][CH2:36]4)[N:7]=3)[CH:11]=2)[CH2:17][C:18]([O:20][CH2:21][CH3:22])=[O:19])[CH2:25][CH2:24]1. The catalyst class is: 3. (3) Reactant: [CH3:1][C:2]1[N:3]=[N:4][NH:5][N:6]=1.C(=O)([O-])[O-].[K+].[K+].[Br:13][C:14]1[CH:19]=[CH:18][C:17]([Cl:20])=[CH:16][C:15]=1[CH2:21]Br. Product: [Br:13][C:14]1[CH:19]=[CH:18][C:17]([Cl:20])=[CH:16][C:15]=1[CH2:21][N:4]1[N:5]=[N:6][C:2]([CH3:1])=[N:3]1. The catalyst class is: 18. (4) Reactant: [CH3:1][O:2][N:3]=[C:4]([C:7]1[CH:12]=[CH:11][C:10]([Cl:13])=[CH:9][C:8]=1[Cl:14])[CH2:5]Br.[C:15]1(=[O:25])[NH:19][C:18](=[O:20])[C:17]2=[CH:21][CH:22]=[CH:23][CH:24]=[C:16]12.[K].C(=O)([O-])[O-].[K+].[K+].O. Product: [Cl:14][C:8]1[CH:9]=[C:10]([Cl:13])[CH:11]=[CH:12][C:7]=1[C:4](=[N:3][O:2][CH3:1])[CH2:5][N:19]1[C:18](=[O:20])[C:17]2=[CH:21][CH:22]=[CH:23][CH:24]=[C:16]2[C:15]1=[O:25]. The catalyst class is: 9. (5) Reactant: FC1C=C([C:12]2[N:17]=[C:16]3[N:18]([CH2:21][C:22]4[CH:23]=[C:24]5[C:29](=[CH:30][CH:31]=4)[N:28]=[CH:27][CH:26]=[CH:25]5)[N:19]=[N:20][C:15]3=[CH:14][CH:13]=2)C=CC=1C(NC)=O.[F:32][C:33]1[CH:38]=[CH:37][C:36](B2OC(C)(C)C(C)(C)O2)=[CH:35][C:34]=1[C:48]([O:50][CH3:51])=[O:49].C([O-])(=O)C.[K+]. Product: [CH3:51][O:50][C:48](=[O:49])[C:34]1[CH:35]=[C:36]([C:12]2[N:17]=[C:16]3[N:18]([CH2:21][C:22]4[CH:23]=[C:24]5[C:29](=[CH:30][CH:31]=4)[N:28]=[CH:27][CH:26]=[CH:25]5)[N:19]=[N:20][C:15]3=[CH:14][CH:13]=2)[CH:37]=[CH:38][C:33]=1[F:32]. The catalyst class is: 203.